Dataset: Reaction yield outcomes from USPTO patents with 853,638 reactions. Task: Predict the reaction yield, written as a fraction of the theoretical maximum amount of product (1.0 means a 100% yield; for example, 0.34 means a 34% yield). (1) The reactants are [Cl:1][C:2]1[CH:3]=[C:4]([C@:8]2([OH:17])[O:13][CH2:12][C:11]([CH3:15])([CH3:14])[NH:10][C@H:9]2[CH3:16])[CH:5]=[CH:6][CH:7]=1. The catalyst is C(OCC)C. The product is [ClH:1].[Cl:1][C:2]1[CH:3]=[C:4]([C@:8]2([OH:17])[O:13][CH2:12][C:11]([CH3:14])([CH3:15])[NH:10][C@H:9]2[CH3:16])[CH:5]=[CH:6][CH:7]=1. The yield is 0.930. (2) The reactants are [CH3:1][CH:2]1[N:7]([CH3:8])[CH2:6][CH2:5][N:4]2[N:9]=[C:10]([NH2:12])[CH:11]=[C:3]12.[C:13]([O:16][CH2:17][C:18]1[C:19]([N:33]2[CH2:44][CH2:43][N:42]3[C:35](=[CH:36][C:37]4[CH2:38][C:39]([CH3:46])([CH3:45])[CH2:40][C:41]=43)[C:34]2=[O:47])=[N:20][CH:21]=[CH:22][C:23]=1[C:24]1[CH:29]=[C:28](Br)[C:27](=[O:31])[N:26]([CH3:32])[CH:25]=1)(=[O:15])[CH3:14].CC1(C)C2C(=C(P(C3C=CC=CC=3)C3C=CC=CC=3)C=CC=2)OC2C(P(C3C=CC=CC=3)C3C=CC=CC=3)=CC=CC1=2.C([O-])([O-])=O.[Cs+].[Cs+]. The yield is 0.480. The catalyst is C1C=CC(/C=C/C(/C=C/C2C=CC=CC=2)=O)=CC=1.C1C=CC(/C=C/C(/C=C/C2C=CC=CC=2)=O)=CC=1.C1C=CC(/C=C/C(/C=C/C2C=CC=CC=2)=O)=CC=1.[Pd].[Pd].O1CCOCC1. The product is [C:13]([O:16][CH2:17][C:18]1[C:19]([N:33]2[CH2:44][CH2:43][N:42]3[C:35](=[CH:36][C:37]4[CH2:38][C:39]([CH3:46])([CH3:45])[CH2:40][C:41]=43)[C:34]2=[O:47])=[N:20][CH:21]=[CH:22][C:23]=1[C:24]1[CH:29]=[C:28]([NH:12][C:10]2[CH:11]=[C:3]3[CH:2]([CH3:1])[N:7]([CH3:8])[CH2:6][CH2:5][N:4]3[N:9]=2)[C:27](=[O:31])[N:26]([CH3:32])[CH:25]=1)(=[O:15])[CH3:14].